From a dataset of Reaction yield outcomes from USPTO patents with 853,638 reactions. Predict the reaction yield, written as a fraction of the theoretical maximum amount of product (1.0 means a 100% yield; for example, 0.34 means a 34% yield). (1) The reactants are [CH3:1][C:2]1[CH:10]=[CH:9][C:8]2[NH:7][C:6]3[CH2:11][CH2:12][N:13]([C:15]4[N:20]=[CH:19][C:18]([C:21]([O:23][CH3:24])=[O:22])=[CH:17][N:16]=4)[CH2:14][C:5]=3[C:4]=2[CH:3]=1.C(O)(C(F)(F)F)=O.C([SiH](CC)CC)C. The catalyst is C(Cl)Cl. The product is [CH3:1][C:2]1[CH:10]=[CH:9][C:8]2[NH:7][CH:6]3[CH2:11][CH2:12][N:13]([C:15]4[N:16]=[CH:17][C:18]([C:21]([O:23][CH3:24])=[O:22])=[CH:19][N:20]=4)[CH2:14][CH:5]3[C:4]=2[CH:3]=1. The yield is 0.275. (2) The reactants are [CH3:1][C:2]1[C:6]([CH2:7][N:8]2[CH:12]=[C:11]([N:13]3[C:17](=[O:18])[CH2:16][NH:15][C:14]3=[O:19])[CH:10]=[N:9]2)=[C:5]([CH3:20])[O:4][N:3]=1.[CH3:21][O:22][C:23]1[N:28]=[C:27]([CH2:29]O)[CH:26]=[CH:25][CH:24]=1.C(P(CCCC)CCCC)CCC. The catalyst is C1COCC1.[Cl-].[Na+].O. The product is [CH3:1][C:2]1[C:6]([CH2:7][N:8]2[CH:12]=[C:11]([N:13]3[C:17](=[O:18])[CH2:16][N:15]([CH2:29][C:27]4[CH:26]=[CH:25][CH:24]=[C:23]([O:22][CH3:21])[N:28]=4)[C:14]3=[O:19])[CH:10]=[N:9]2)=[C:5]([CH3:20])[O:4][N:3]=1. The yield is 0.0400. (3) The reactants are [NH2:1][CH:2]1[CH2:5][N:4]([C:6]([C:8]2[CH:9]=[C:10]([CH:23]=[CH:24][C:25]=2[F:26])[CH2:11][C:12]2[C:21]3[C:16](=[CH:17][CH:18]=[CH:19][CH:20]=3)[C:15](=[O:22])[NH:14][N:13]=2)=[O:7])[CH2:3]1.[C:27]1(=O)[CH2:31][CH2:30][CH2:29][CH2:28]1.C(O[BH-](OC(=O)C)OC(=O)C)(=O)C.[Na+]. No catalyst specified. The product is [CH:27]1([NH:1][CH:2]2[CH2:3][N:4]([C:6]([C:8]3[CH:9]=[C:10]([CH:23]=[CH:24][C:25]=3[F:26])[CH2:11][C:12]3[C:21]4[C:16](=[CH:17][CH:18]=[CH:19][CH:20]=4)[C:15](=[O:22])[NH:14][N:13]=3)=[O:7])[CH2:5]2)[CH2:31][CH2:30][CH2:29][CH2:28]1. The yield is 0.660. (4) The reactants are I[C:2]1[C:10]2[C:5](=[CH:6][CH:7]=[C:8]([S:11]([CH3:14])(=[O:13])=[O:12])[CH:9]=2)[N:4]([CH3:15])[N:3]=1.Br[C:17]1[N:22]=[C:21]2[C:23]([C:34]([O:36][CH3:37])=[O:35])=[CH:24][N:25]([CH2:26][O:27][C:28](=[O:33])[C:29]([CH3:32])([CH3:31])[CH3:30])[C:20]2=[N:19][CH:18]=1.CCCC[Sn](CCCC)CCCC.CCCC[Sn](CCCC)CCCC. The catalyst is CN(C=O)C.C1C=CC([P]([Pd]([P](C2C=CC=CC=2)(C2C=CC=CC=2)C2C=CC=CC=2)([P](C2C=CC=CC=2)(C2C=CC=CC=2)C2C=CC=CC=2)[P](C2C=CC=CC=2)(C2C=CC=CC=2)C2C=CC=CC=2)(C2C=CC=CC=2)C2C=CC=CC=2)=CC=1. The product is [CH3:37][O:36][C:34]([C:23]1[C:21]2=[N:22][C:17]([C:2]3[C:10]4[C:5](=[CH:6][CH:7]=[C:8]([S:11]([CH3:14])(=[O:13])=[O:12])[CH:9]=4)[N:4]([CH3:15])[N:3]=3)=[CH:18][N:19]=[C:20]2[N:25]([CH2:26][O:27][C:28](=[O:33])[C:29]([CH3:31])([CH3:30])[CH3:32])[CH:24]=1)=[O:35]. The yield is 0.697. (5) The reactants are [N+:1]([C:4]1[CH:9]=[C:8]([C:10]([F:13])([F:12])[F:11])[CH:7]=[CH:6][C:5]=1[S:14]([NH:17][C:18]1[CH:19]=[CH:20][CH:21]=[C:22]2[C:27]=1[N:26]=[CH:25][CH:24]=[CH:23]2)(=[O:16])=[O:15])([O-])=O.O.O.[Sn](Cl)Cl. The yield is 0.710. The product is [NH2:1][C:4]1[CH:9]=[C:8]([C:10]([F:12])([F:11])[F:13])[CH:7]=[CH:6][C:5]=1[S:14]([NH:17][C:18]1[CH:19]=[CH:20][CH:21]=[C:22]2[C:27]=1[N:26]=[CH:25][CH:24]=[CH:23]2)(=[O:15])=[O:16]. No catalyst specified. (6) The reactants are Br[C:2]1[CH:9]=[CH:8][C:5]([C:6]#[N:7])=[CH:4][CH:3]=1.[C:10]([O:14][CH2:15][CH3:16])(=[O:13])[CH:11]=[CH2:12].C(N(CC)CC)C. The catalyst is CN(C=O)C.C([O-])(=O)C.[Pd+2].C([O-])(=O)C.C1(C)C=CC=CC=1P(C1C=CC=CC=1C)C1C=CC=CC=1C. The product is [CH2:15]([O:14][C:10](=[O:13])[CH:11]=[CH:12][C:2]1[CH:9]=[CH:8][C:5]([C:6]#[N:7])=[CH:4][CH:3]=1)[CH3:16]. The yield is 0.900. (7) The reactants are [Br:1][C:2]1[C:10]2[N:9]=[C:8]([CH3:11])[NH:7][C:6]=2[CH:5]=[C:4]([N:12]2[CH2:17][CH2:16][O:15][CH2:14][CH2:13]2)[CH:3]=1.Br[CH2:19][C:20]1[CH:25]=[CH:24][CH:23]=[C:22]([CH3:26])[C:21]=1[CH3:27].C(=O)([O-])[O-].[K+].[K+].O. The catalyst is CN(C)C=O. The product is [Br:1][C:2]1[C:10]2[N:9]=[C:8]([CH3:11])[N:7]([CH2:19][C:20]3[CH:25]=[CH:24][CH:23]=[C:22]([CH3:26])[C:21]=3[CH3:27])[C:6]=2[CH:5]=[C:4]([N:12]2[CH2:17][CH2:16][O:15][CH2:14][CH2:13]2)[CH:3]=1. The yield is 0.710.